From a dataset of Forward reaction prediction with 1.9M reactions from USPTO patents (1976-2016). Predict the product of the given reaction. (1) Given the reactants [N:1]1[C:6]2[CH2:7][NH:8][CH2:9][C:5]=2[C:4]([NH:10][C:11]2[CH:12]=[N:13][C:14]3[C:19]([CH:20]=2)=[CH:18][CH:17]=[CH:16][CH:15]=3)=[N:3][CH:2]=1.[C:21]1(=O)[CH2:27][CH2:26][CH2:25][CH2:24][CH2:23][CH2:22]1.C(O[BH-](OC(=O)C)OC(=O)C)(=O)C.[Na+].C(O)(=O)C.CS(C)=O, predict the reaction product. The product is: [CH:21]1([N:8]2[CH2:9][C:5]3[C:4]([NH:10][C:11]4[CH:12]=[N:13][C:14]5[C:19]([CH:20]=4)=[CH:18][CH:17]=[CH:16][CH:15]=5)=[N:3][CH:2]=[N:1][C:6]=3[CH2:7]2)[CH2:27][CH2:26][CH2:25][CH2:24][CH2:23][CH2:22]1. (2) Given the reactants [CH3:1][O:2][C:3]([NH:5][C@H:6]([C:10]([N:12]1[CH2:16][C@@H:15]([CH3:17])[CH2:14][C@H:13]1[C:18]1[NH:19][C:20]([C:23]2[CH:28]=[C:27]3[CH2:29][O:30][C:31]4[CH:56]=[C:55]5[C:34]([CH:35]=[CH:36][C:37]6[N:41]=[C:40]([C@@H:42]7[CH2:46][C@H:45]([CH3:47])[CH2:44][N:43]7C(OC(C)(C)C)=O)[NH:39][C:38]=65)=[CH:33][C:32]=4[C:26]3=[CH:25][CH:24]=2)=[CH:21][N:22]=1)=[O:11])[CH:7]([CH3:9])[CH3:8])=[O:4].Cl.[CH3:58][O:59][C:60]([NH:62][C@H:63]([C:67]1[CH:72]=[CH:71][CH:70]=[CH:69][CH:68]=1)[C:64]([OH:66])=O)=[O:61].CCOC(C(C#N)=NOC(N1CCOCC1)=[N+](C)C)=O.F[P-](F)(F)(F)(F)F.CCN(C(C)C)C(C)C, predict the reaction product. The product is: [CH3:58][O:59][C:60]([NH:62][C@H:63]([C:67]1[CH:72]=[CH:71][CH:70]=[CH:69][CH:68]=1)[C:64]([N:43]1[CH2:44][C@@H:45]([CH3:47])[CH2:46][C@H:42]1[C:40]1[NH:39][C:38]2[C:55]3[C:34]([CH:35]=[CH:36][C:37]=2[N:41]=1)=[CH:33][C:32]1[C:26]2[C:27]([CH2:29][O:30][C:31]=1[CH:56]=3)=[CH:28][C:23]([C:20]1[NH:19][C:18]([C@@H:13]3[CH2:14][C@H:15]([CH3:17])[CH2:16][N:12]3[C:10](=[O:11])[C@@H:6]([NH:5][C:3](=[O:4])[O:2][CH3:1])[CH:7]([CH3:8])[CH3:9])=[N:22][CH:21]=1)=[CH:24][CH:25]=2)=[O:66])=[O:61]. (3) Given the reactants [CH3:1][S:2]([C:5]1[N:10]=[CH:9][C:8]([NH:11][C@H:12]2[CH2:16][CH2:15][N:14]([CH:17]3[CH2:22][CH2:21][NH:20][CH2:19][CH2:18]3)[C:13]2=[O:23])=[CH:7][CH:6]=1)(=[O:4])=[O:3].[Cl:24][C:25]1[CH:30]=[N:29][C:28](Cl)=[CH:27][N:26]=1.CCN(C(C)C)C(C)C, predict the reaction product. The product is: [Cl:24][C:25]1[N:26]=[CH:27][C:28]([N:20]2[CH2:21][CH2:22][CH:17]([N:14]3[CH2:15][CH2:16][C@H:12]([NH:11][C:8]4[CH:9]=[N:10][C:5]([S:2]([CH3:1])(=[O:3])=[O:4])=[CH:6][CH:7]=4)[C:13]3=[O:23])[CH2:18][CH2:19]2)=[N:29][CH:30]=1.